From a dataset of Catalyst prediction with 721,799 reactions and 888 catalyst types from USPTO. Predict which catalyst facilitates the given reaction. (1) Reactant: [Cl:1][C:2]1[CH:29]=[CH:28][C:5]2[N:6]([C@@H:23]3[CH2:27][CH2:26][NH:25][CH2:24]3)[C:7]([CH2:9][N:10]3[C:14]4=[CH:15][N:16]=[CH:17][CH:18]=[C:13]4[C:12]([S:19]([CH3:22])(=[O:21])=[O:20])=[N:11]3)=[N:8][C:4]=2[CH:3]=1.CCN(CC)CC.[CH3:37][S:38](Cl)(=[O:40])=[O:39]. Product: [Cl:1][C:2]1[CH:29]=[CH:28][C:5]2[N:6]([C@@H:23]3[CH2:27][CH2:26][N:25]([S:38]([CH3:37])(=[O:40])=[O:39])[CH2:24]3)[C:7]([CH2:9][N:10]3[C:14]4=[CH:15][N:16]=[CH:17][CH:18]=[C:13]4[C:12]([S:19]([CH3:22])(=[O:20])=[O:21])=[N:11]3)=[N:8][C:4]=2[CH:3]=1. The catalyst class is: 2. (2) Reactant: [CH3:1][C:2]1[CH:7]=[CH:6][N:5]=[C:4]([N:8]2[CH2:13][CH2:12][NH:11][CH2:10][CH2:9]2)[CH:3]=1.C(N(CC)CC)C.[CH3:21][S:22](Cl)(=[O:24])=[O:23].C(=O)(O)[O-].[Na+]. Product: [CH3:1][C:2]1[CH:7]=[CH:6][N:5]=[C:4]([N:8]2[CH2:13][CH2:12][N:11]([S:22]([CH3:21])(=[O:24])=[O:23])[CH2:10][CH2:9]2)[CH:3]=1. The catalyst class is: 2.